This data is from NCI-60 drug combinations with 297,098 pairs across 59 cell lines. The task is: Regression. Given two drug SMILES strings and cell line genomic features, predict the synergy score measuring deviation from expected non-interaction effect. (1) Drug 1: C1=NC2=C(N1)C(=S)N=CN2. Drug 2: CC1C(C(CC(O1)OC2CC(CC3=C2C(=C4C(=C3O)C(=O)C5=CC=CC=C5C4=O)O)(C(=O)C)O)N)O. Cell line: SK-OV-3. Synergy scores: CSS=29.1, Synergy_ZIP=-8.67, Synergy_Bliss=-5.46, Synergy_Loewe=-5.75, Synergy_HSA=-2.91. (2) Drug 1: CNC(=O)C1=CC=CC=C1SC2=CC3=C(C=C2)C(=NN3)C=CC4=CC=CC=N4. Drug 2: C1=NC2=C(N=C(N=C2N1C3C(C(C(O3)CO)O)F)Cl)N. Cell line: OVCAR-4. Synergy scores: CSS=3.67, Synergy_ZIP=-3.27, Synergy_Bliss=-2.49, Synergy_Loewe=-4.30, Synergy_HSA=-2.59. (3) Drug 1: CC12CCC(CC1=CCC3C2CCC4(C3CC=C4C5=CN=CC=C5)C)O. Drug 2: CN1C(=O)N2C=NC(=C2N=N1)C(=O)N. Cell line: UACC62. Synergy scores: CSS=-3.54, Synergy_ZIP=0.0191, Synergy_Bliss=-3.85, Synergy_Loewe=-8.54, Synergy_HSA=-6.08. (4) Drug 1: C1=CC(=C2C(=C1NCCNCCO)C(=O)C3=C(C=CC(=C3C2=O)O)O)NCCNCCO. Drug 2: C1=NC2=C(N=C(N=C2N1C3C(C(C(O3)CO)O)O)F)N. Cell line: UACC-257. Synergy scores: CSS=-3.71, Synergy_ZIP=-1.27, Synergy_Bliss=-6.23, Synergy_Loewe=-13.2, Synergy_HSA=-7.63. (5) Drug 1: CC1=C(C=C(C=C1)C(=O)NC2=CC(=CC(=C2)C(F)(F)F)N3C=C(N=C3)C)NC4=NC=CC(=N4)C5=CN=CC=C5. Drug 2: C1CN(P(=O)(OC1)NCCCl)CCCl. Cell line: SK-MEL-28. Synergy scores: CSS=2.21, Synergy_ZIP=-1.38, Synergy_Bliss=-3.49, Synergy_Loewe=-3.13, Synergy_HSA=-4.53. (6) Drug 1: CCN(CC)CCCC(C)NC1=C2C=C(C=CC2=NC3=C1C=CC(=C3)Cl)OC. Drug 2: CC1CCCC2(C(O2)CC(NC(=O)CC(C(C(=O)C(C1O)C)(C)C)O)C(=CC3=CSC(=N3)C)C)C. Cell line: SNB-19. Synergy scores: CSS=45.4, Synergy_ZIP=-0.342, Synergy_Bliss=-0.257, Synergy_Loewe=-9.13, Synergy_HSA=1.31. (7) Drug 1: COC1=CC(=CC(=C1O)OC)C2C3C(COC3=O)C(C4=CC5=C(C=C24)OCO5)OC6C(C(C7C(O6)COC(O7)C8=CC=CS8)O)O. Drug 2: CN1C2=C(C=C(C=C2)N(CCCl)CCCl)N=C1CCCC(=O)O.Cl. Cell line: BT-549. Synergy scores: CSS=43.0, Synergy_ZIP=4.75, Synergy_Bliss=5.24, Synergy_Loewe=-13.9, Synergy_HSA=6.51.